This data is from Reaction yield outcomes from USPTO patents with 853,638 reactions. The task is: Predict the reaction yield, written as a fraction of the theoretical maximum amount of product (1.0 means a 100% yield; for example, 0.34 means a 34% yield). The reactants are [F:1][C:2]1[C:3]([O:17][CH3:18])=[C:4]([C:8]([CH3:16])([CH3:15])[CH2:9][C:10](=[O:14])[C:11]([OH:13])=[O:12])[CH:5]=[CH:6][CH:7]=1.S(=O)(=O)(O)O.[CH2:24](O)[CH3:25]. No catalyst specified. The product is [CH2:24]([O:12][C:11](=[O:13])[C:10](=[O:14])[CH2:9][C:8]([C:4]1[CH:5]=[CH:6][CH:7]=[C:2]([F:1])[C:3]=1[O:17][CH3:18])([CH3:16])[CH3:15])[CH3:25]. The yield is 0.906.